This data is from Forward reaction prediction with 1.9M reactions from USPTO patents (1976-2016). The task is: Predict the product of the given reaction. (1) Given the reactants N#N.[CH3:3][C:4]1([C:9]2[O:13][C:12]([CH2:14][N:15]3[CH:19]=[CH:18][C:17]([N+:20]([O-])=O)=[N:16]3)=[CH:11][CH:10]=2)[O:8][CH2:7][CH2:6][O:5]1.[NH4+].[Cl-], predict the reaction product. The product is: [CH3:3][C:4]1([C:9]2[O:13][C:12]([CH2:14][N:15]3[CH:19]=[CH:18][C:17]([NH2:20])=[N:16]3)=[CH:11][CH:10]=2)[O:8][CH2:7][CH2:6][O:5]1. (2) Given the reactants [CH3:1][C:2]1([CH3:12])[O:6][C@@H:5]([CH2:7][C:8]([OH:10])=[O:9])[C:4](=[O:11])[O:3]1.C(N(CC)CC)C.[C:20]([Si:24](Cl)([C:31]1[CH:36]=[CH:35][CH:34]=[CH:33][CH:32]=1)[C:25]1[CH:30]=[CH:29][CH:28]=[CH:27][CH:26]=1)([CH3:23])([CH3:22])[CH3:21], predict the reaction product. The product is: [CH3:1][C:2]1([CH3:12])[O:6][C@@H:5]([CH2:7][C:8]([O:10][Si:24]([C:20]([CH3:23])([CH3:22])[CH3:21])([C:31]2[CH:32]=[CH:33][CH:34]=[CH:35][CH:36]=2)[C:25]2[CH:30]=[CH:29][CH:28]=[CH:27][CH:26]=2)=[O:9])[C:4](=[O:11])[O:3]1. (3) Given the reactants [Br:1][C:2]1[CH:9]=[CH:8][CH:7]=[C:6]([F:10])[C:3]=1[CH:4]=[O:5].[BH4-].[Na+], predict the reaction product. The product is: [Br:1][C:2]1[CH:9]=[CH:8][CH:7]=[C:6]([F:10])[C:3]=1[CH2:4][OH:5].